Regression. Given a peptide amino acid sequence and an MHC pseudo amino acid sequence, predict their binding affinity value. This is MHC class I binding data. From a dataset of Peptide-MHC class I binding affinity with 185,985 pairs from IEDB/IMGT. (1) The peptide sequence is KAAFDLSHFL. The MHC is HLA-A02:06 with pseudo-sequence HLA-A02:06. The binding affinity (normalized) is 0.277. (2) The peptide sequence is RVFKKIMSI. The MHC is HLA-A02:03 with pseudo-sequence HLA-A02:03. The binding affinity (normalized) is 1.00. (3) The peptide sequence is RVCAEMVAK. The MHC is HLA-A02:01 with pseudo-sequence HLA-A02:01. The binding affinity (normalized) is 0.0847. (4) The peptide sequence is WERGTLCKAM. The MHC is H-2-Kk with pseudo-sequence H-2-Kk. The binding affinity (normalized) is 0.235. (5) The MHC is HLA-B15:01 with pseudo-sequence HLA-B15:01. The binding affinity (normalized) is 0.0671. The peptide sequence is SSYYATSYL. (6) The peptide sequence is QLQAAIFHA. The MHC is HLA-A02:01 with pseudo-sequence HLA-A02:01. The binding affinity (normalized) is 0.395. (7) The peptide sequence is GWPDNYCEW. The binding affinity (normalized) is 0.499. The MHC is HLA-A23:01 with pseudo-sequence HLA-A23:01. (8) The peptide sequence is VYKLDISEA. The MHC is HLA-A24:02 with pseudo-sequence HLA-A24:02. The binding affinity (normalized) is 0.0118. (9) The peptide sequence is LPRRSGAAGA. The MHC is HLA-B07:02 with pseudo-sequence HLA-B07:02. The binding affinity (normalized) is 0.936. (10) The peptide sequence is EIKDRILSY. The MHC is HLA-A02:11 with pseudo-sequence HLA-A02:11. The binding affinity (normalized) is 0.0847.